Dataset: Full USPTO retrosynthesis dataset with 1.9M reactions from patents (1976-2016). Task: Predict the reactants needed to synthesize the given product. (1) The reactants are: [CH2:1]([O:8][C:9]1[CH:18]=[C:17]2[C:12]([C:13]([OH:19])=[CH:14][CH:15]=[N:16]2)=[CH:11][C:10]=1[O:20][CH3:21])[C:2]1[CH:7]=[CH:6][CH:5]=[CH:4][CH:3]=1.N1C(C)=CC=CC=1C.C(=O)=O.[F:33][C:34]([F:40])([F:39])[S:35](Cl)(=[O:37])=[O:36]. Given the product [CH2:1]([O:8][C:9]1[CH:18]=[C:17]2[C:12]([C:13]([O:19][S:35]([C:34]([F:40])([F:39])[F:33])(=[O:37])=[O:36])=[CH:14][CH:15]=[N:16]2)=[CH:11][C:10]=1[O:20][CH3:21])[C:2]1[CH:3]=[CH:4][CH:5]=[CH:6][CH:7]=1, predict the reactants needed to synthesize it. (2) Given the product [C:17]([C:14]1[CH:13]=[CH:12][C:11]([C:8]2[O:9][CH:10]=[C:6]([C:4]([OH:5])=[O:3])[N:7]=2)=[CH:16][CH:15]=1)#[N:18], predict the reactants needed to synthesize it. The reactants are: C([O:3][C:4]([C:6]1[N:7]=[C:8]([C:11]2[CH:16]=[CH:15][C:14]([C:17]#[N:18])=[CH:13][CH:12]=2)[O:9][CH:10]=1)=[O:5])C.[OH-].[Na+]. (3) Given the product [C:73]([N:65]([C:66]([O:68][C:69]([CH3:71])([CH3:72])[CH3:70])=[O:67])[C@H:63]1[CH2:64][C@@H:60]([N:54]2[CH:53]=[N:52][C:51]3[C:55]2=[N:56][C:57]([Cl:59])=[N:58][C:50]=3[Cl:23])[C@H:61]([OH:81])[C@@H:62]1[OH:80])([O:75][C:76]([CH3:78])([CH3:79])[CH3:77])=[O:74], predict the reactants needed to synthesize it. The reactants are: C(N(C(OC(C)(C)C)=O)[C@H]1C[C@@H](N2C=NC3C2=NC(Cl)=NC=3[Cl:23])C=C1)(OC(C)(C)C)=O.COC1C=CC(C(N[C:50]2[N:58]=[C:57]([Cl:59])[N:56]=[C:55]3[C:51]=2[N:52]=[CH:53][N:54]3[C@@H:60]2[CH2:64][C@H:63]([N:65]([C:73]([O:75][C:76]([CH3:79])([CH3:78])[CH3:77])=[O:74])[C:66]([O:68][C:69]([CH3:72])([CH3:71])[CH3:70])=[O:67])[C@@H:62]([OH:80])[C@H:61]2[OH:81])C2C=CC(OC)=CC=2)=CC=1. (4) Given the product [C:10]([O:9][C:7](=[O:8])[CH2:6][CH2:5][C@H:4]([NH:14][C:15]([C:17]1[CH:21]=[C:20]([O:22][CH2:23][C:24]([N:26]2[CH2:30][CH2:29][CH2:28][C@H:27]2[C:31](=[O:37])[NH:32][CH:33]2[CH2:36][CH2:35][CH2:34]2)=[O:25])[N:19]([C:38]2[CH:43]=[CH:42][CH:41]=[CH:40][CH:39]=2)[N:18]=1)=[O:16])[C:3]([OH:44])=[O:2])([CH3:13])([CH3:11])[CH3:12], predict the reactants needed to synthesize it. The reactants are: C[O:2][C:3](=[O:44])[C@@H:4]([NH:14][C:15]([C:17]1[CH:21]=[C:20]([O:22][CH2:23][C:24]([N:26]2[CH2:30][CH2:29][CH2:28][C@H:27]2[C:31](=[O:37])[NH:32][CH:33]2[CH2:36][CH2:35][CH2:34]2)=[O:25])[N:19]([C:38]2[CH:43]=[CH:42][CH:41]=[CH:40][CH:39]=2)[N:18]=1)=[O:16])[CH2:5][CH2:6][C:7]([O:9][C:10]([CH3:13])([CH3:12])[CH3:11])=[O:8].[Li+].[OH-]. (5) Given the product [Cl:13][C:5]1[C:6]([C:8]2[S:9][CH:10]=[CH:11][N:12]=2)=[CH:7][C:2]([N:26]2[CH2:25][CH2:24][C:22]3[N:23]=[C:18]([NH:17][CH:14]4[CH2:15][CH2:16]4)[N:19]=[CH:20][C:21]=3[CH2:27]2)=[N:3][CH:4]=1, predict the reactants needed to synthesize it. The reactants are: Cl[C:2]1[CH:7]=[C:6]([C:8]2[S:9][CH:10]=[CH:11][N:12]=2)[C:5]([Cl:13])=[CH:4][N:3]=1.[CH:14]1([NH:17][C:18]2[N:19]=[CH:20][C:21]3[CH2:27][NH:26][CH2:25][CH2:24][C:22]=3[N:23]=2)[CH2:16][CH2:15]1.CCOC(C)=O.O. (6) Given the product [F:1][C:2]1[CH:3]=[C:4]([C:10]([CH3:14])([CH3:13])[C:11]#[N:12])[CH:5]=[CH:6][C:7]=1[OH:8], predict the reactants needed to synthesize it. The reactants are: [F:1][C:2]1[CH:3]=[C:4]([C:10]([CH3:14])([CH3:13])[C:11]#[N:12])[CH:5]=[CH:6][C:7]=1[O:8]C.[Cl-].[Cl-].[Cl-].[Al+3].[Cl-].[Cl-].[Ca+2].Cl. (7) Given the product [Cl:11][C:9]1[CH:10]=[C:2]2[C:3]([C:4]([OH:5])=[N:17][CH:16]=[N:1]2)=[CH:7][CH:8]=1, predict the reactants needed to synthesize it. The reactants are: [NH2:1][C:2]1[CH:10]=[C:9]([Cl:11])[CH:8]=[CH:7][C:3]=1[C:4](O)=[O:5].C(O)(=O)C.[CH:16](N)=[NH:17].C(OC(O)C)C.